From a dataset of Full USPTO retrosynthesis dataset with 1.9M reactions from patents (1976-2016). Predict the reactants needed to synthesize the given product. (1) The reactants are: C1(O)C2C(=CC=CC=2)C=CC=1.BrCCCCCCCCCO.[C:23]1([O:33][CH2:34][CH2:35][CH2:36][CH2:37][CH2:38][CH2:39][CH2:40][CH2:41][CH2:42][OH:43])[C:32]2[C:27](=[CH:28][CH:29]=[CH:30][CH:31]=2)[CH:26]=[CH:25][CH:24]=1.C1(OCCCCCCCCC(O)=O)C2C(=CC=CC=2)C=CC=1.Cl.Cl.[CH2:68]([O:75][C:76](=[O:84])[CH2:77][C@@H:78]([NH2:83])[CH2:79][N:80]([CH3:82])[CH3:81])[C:69]1[CH:74]=[CH:73][CH:72]=[CH:71][CH:70]=1. Given the product [CH2:68]([O:75][C:76](=[O:84])[CH2:77][C@@H:78]([NH:83][C:42](=[O:43])[CH2:41][CH2:40][CH2:39][CH2:38][CH2:37][CH2:36][CH2:35][CH2:34][O:33][C:23]1[C:32]2[C:27](=[CH:28][CH:29]=[CH:30][CH:31]=2)[CH:26]=[CH:25][CH:24]=1)[CH2:79][N:80]([CH3:81])[CH3:82])[C:69]1[CH:74]=[CH:73][CH:72]=[CH:71][CH:70]=1, predict the reactants needed to synthesize it. (2) Given the product [Cl:16][C:17]1[C:18]([C:27]2[O:28][CH:29]=[CH:30][N:31]=2)=[N:19][N:20]([CH2:23][C:24]([N:10]2[CH2:9][CH2:8][C:7]([CH2:6][C:5]3[CH:4]=[CH:3][C:2]([F:1])=[CH:15][CH:14]=3)([OH:13])[CH2:12][CH2:11]2)=[O:25])[C:21]=1[CH3:22], predict the reactants needed to synthesize it. The reactants are: [F:1][C:2]1[CH:15]=[CH:14][C:5]([CH2:6][C:7]2([OH:13])[CH2:12][CH2:11][NH:10][CH2:9][CH2:8]2)=[CH:4][CH:3]=1.[Cl:16][C:17]1[C:18]([C:27]2[O:28][CH:29]=[CH:30][N:31]=2)=[N:19][N:20]([CH2:23][C:24](O)=[O:25])[C:21]=1[CH3:22].F[P-](F)(F)(F)(F)F.N1([PH+](N2CCCC2)N2CCCC2)CCCC1.CCN(C(C)C)C(C)C. (3) Given the product [Br:13][CH:5]1[C:4]2[C:8](=[CH:9][CH:10]=[CH:11][C:3]=2[O:2][CH3:1])[C:7](=[O:12])[O:6]1, predict the reactants needed to synthesize it. The reactants are: [CH3:1][O:2][C:3]1[CH:11]=[CH:10][CH:9]=[C:8]2[C:4]=1[CH2:5][O:6][C:7]2=[O:12].[Br:13]N1C(=O)CCC1=O.N(/C(C)(C)C#N)=N\C(C)(C)C#N. (4) Given the product [Br:1][C:2]1[CH:3]=[CH:4][C:5]([CH2:8][CH2:9][O:10][CH:11]([CH3:12])[C:22]([OH:24])=[O:23])=[CH:6][CH:7]=1, predict the reactants needed to synthesize it. The reactants are: [Br:1][C:2]1[CH:7]=[CH:6][C:5]([CH2:8][CH2:9][O:10][CH2:11][CH2:12]C(OC(C)(C)C)=O)=[CH:4][CH:3]=1.FC(F)(F)[C:22]([OH:24])=[O:23].